This data is from Catalyst prediction with 721,799 reactions and 888 catalyst types from USPTO. The task is: Predict which catalyst facilitates the given reaction. (1) Reactant: [OH:1][C:2]1[CH:9]=[CH:8][C:7]([C:10]([F:13])([F:12])[F:11])=[CH:6][C:3]=1[CH:4]=O.[Cl:14][C:15]1[CH:16]=[N:17][CH:18]=[CH:19][C:20]=1[CH2:21]Cl.C(=O)([O-])[O-].[K+].[K+].CN(C=O)C. Product: [Cl:14][C:15]1[CH:16]=[N:17][CH:18]=[CH:19][C:20]=1[C:21]1[O:1][C:2]2[CH:9]=[CH:8][C:7]([C:10]([F:13])([F:12])[F:11])=[CH:6][C:3]=2[CH:4]=1. The catalyst class is: 6. (2) Reactant: [F:1][C:2]1[CH:7]=[CH:6][C:5]([NH:8][C:9]2[CH:14]=[CH:13][C:12]([O:15][C:16]3[CH:21]=[CH:20][CH:19]=[C:18]([N:22]4[CH2:26][CH2:25][CH2:24][CH2:23]4)[CH:17]=3)=[CH:11][N:10]=2)=[CH:4][C:3]=1[O:27][CH3:28].[H-].[Na+].[CH3:31]I. Product: [F:1][C:2]1[CH:7]=[CH:6][C:5]([N:8]([C:9]2[CH:14]=[CH:13][C:12]([O:15][C:16]3[CH:21]=[CH:20][CH:19]=[C:18]([N:22]4[CH2:23][CH2:24][CH2:25][CH2:26]4)[CH:17]=3)=[CH:11][N:10]=2)[CH3:31])=[CH:4][C:3]=1[O:27][CH3:28]. The catalyst class is: 56. (3) Reactant: [NH2:1][CH2:2][C:3]1[CH:4]=[C:5]([C:20]2[S:24][C:23]([C@@:25]3([OH:37])[CH2:30][CH2:29][C@H:28]([C:31]([O:33]C)=[O:32])[C:27]([CH3:36])([CH3:35])[CH2:26]3)=[N:22][CH:21]=2)[CH:6]=[C:7]([NH:9][C:10]2[N:15]=[C:14]([C:16]([F:19])([F:18])[F:17])[CH:13]=[CH:12][N:11]=2)[CH:8]=1.[O-:38][C:39]#[N:40].[K+].C(O)(=O)C.O. The catalyst class is: 1. Product: [C:39]([NH:1][CH2:2][C:3]1[CH:4]=[C:5]([C:20]2[S:24][C:23]([C@@:25]3([OH:37])[CH2:30][CH2:29][C@H:28]([C:31]([OH:33])=[O:32])[C:27]([CH3:35])([CH3:36])[CH2:26]3)=[N:22][CH:21]=2)[CH:6]=[C:7]([NH:9][C:10]2[N:15]=[C:14]([C:16]([F:17])([F:19])[F:18])[CH:13]=[CH:12][N:11]=2)[CH:8]=1)(=[O:38])[NH2:40].[OH:37][CH:25]1[CH2:30][CH2:29][CH:28]([C:31]([O-:33])=[O:32])[C:27]([CH3:36])([CH3:35])[CH2:26]1.